Task: Predict the product of the given reaction.. Dataset: Forward reaction prediction with 1.9M reactions from USPTO patents (1976-2016) (1) Given the reactants CC1(C)[O:6][C@H:5]([CH2:7][O:8][C:9]2[CH:14]=[CH:13][C:12]([N:15]3[C:19]([CH3:21])([CH3:20])[C:18](=[O:22])[N:17]([C:23]4[CH:30]=[CH:29][C:26]([C:27]#[N:28])=[C:25]([C:31]([F:34])([F:33])[F:32])[CH:24]=4)[C:16]3=[S:35])=[CH:11][CH:10]=2)[CH2:4][O:3]1.O, predict the reaction product. The product is: [OH:6][C@@H:5]([CH2:4][OH:3])[CH2:7][O:8][C:9]1[CH:14]=[CH:13][C:12]([N:15]2[C:19]([CH3:21])([CH3:20])[C:18](=[O:22])[N:17]([C:23]3[CH:30]=[CH:29][C:26]([C:27]#[N:28])=[C:25]([C:31]([F:34])([F:32])[F:33])[CH:24]=3)[C:16]2=[S:35])=[CH:11][CH:10]=1. (2) The product is: [NH2:1][C:2]1[N:7]2[CH:8]=[C:9]([CH3:11])[N:10]=[C:6]2[C:5]([C:12]([NH:14][CH2:15][CH:16]2[CH2:21][CH2:20][N:19]([CH2:4][C@@H:5]([CH3:6])[CH2:12][OH:13])[CH2:18][CH2:17]2)=[O:13])=[CH:4][C:3]=1[Cl:29]. Given the reactants [NH2:1][C:2]1[N:7]2[CH:8]=[C:9]([CH3:11])[N:10]=[C:6]2[C:5]([C:12]([NH:14][CH2:15][CH:16]2[CH2:21][CH2:20][N:19](C(OC(C)(C)C)=O)[CH2:18][CH2:17]2)=[O:13])=[CH:4][C:3]=1[Cl:29].Cl, predict the reaction product. (3) Given the reactants [H-].[H-].[H-].[H-].[Li+].[Al+3].[CH3:7][N:8]([CH:19]1[CH2:24][CH2:23][CH2:22][CH2:21][O:20]1)[C:9]1[S:10][C:11]([C:14](OCC)=[O:15])=[CH:12][N:13]=1, predict the reaction product. The product is: [CH3:7][N:8]([CH:19]1[CH2:24][CH2:23][CH2:22][CH2:21][O:20]1)[C:9]1[S:10][C:11]([CH2:14][OH:15])=[CH:12][N:13]=1. (4) Given the reactants [C:1]([CH2:4][CH2:5][CH2:6][N:7]([CH3:64])[C@H:8]([C:12]([NH:14][C@H:15]([C:19]([N:21]([C@@H:23]([C@@H:60]([CH3:63])[CH2:61][CH3:62])[C@H:24]([O:58][CH3:59])[CH2:25][C:26]([N:28]1[CH2:32][CH2:31][CH2:30][C@H:29]1[C@H:33]([O:56][CH3:57])[C@@H:34]([CH3:55])[C:35]([NH:37][C@@:38]1([C:47]([N:49]2[CH2:54][CH2:53][CH2:52][CH2:51][O:50]2)=[O:48])[CH2:40][C@@H:39]1[C:41]1[CH:46]=[CH:45][CH:44]=[CH:43][CH:42]=1)=[O:36])=[O:27])[CH3:22])=[O:20])[CH:16]([CH3:18])[CH3:17])=[O:13])[CH:9]([CH3:11])[CH3:10])([OH:3])=O.F[P-](F)(F)(F)(F)F.N1(OC(N(C)C)=[N+](C)C)C2N=CC=CC=2N=N1.C(N(CC)C(C)C)(C)C.FC(F)(F)C(O)=O.[O:105]=[C:106]1[CH:110]=[CH:109][C:108](=[O:111])[N:107]1[CH2:112][CH2:113][CH2:114][C:115]([N:117]([CH3:122])[CH2:118][CH2:119][NH:120][CH3:121])=[O:116], predict the reaction product. The product is: [O:105]=[C:106]1[CH:110]=[CH:109][C:108](=[O:111])[N:107]1[CH2:112][CH2:113][CH2:114][C:115]([N:117]([CH3:122])[CH2:118][CH2:119][N:120]([CH3:121])[C:1](=[O:3])[CH2:4][CH2:5][CH2:6][N:7]([CH3:64])[C@H:8]([C:12]([NH:14][C@H:15]([C:19]([N:21]([C@@H:23]([C@@H:60]([CH3:63])[CH2:61][CH3:62])[C@H:24]([O:58][CH3:59])[CH2:25][C:26]([N:28]1[CH2:32][CH2:31][CH2:30][C@H:29]1[C@H:33]([O:56][CH3:57])[C@@H:34]([CH3:55])[C:35]([NH:37][C@@:38]1([C:47]([N:49]2[CH2:54][CH2:53][CH2:52][CH2:51][O:50]2)=[O:48])[CH2:40][C@@H:39]1[C:41]1[CH:46]=[CH:45][CH:44]=[CH:43][CH:42]=1)=[O:36])=[O:27])[CH3:22])=[O:20])[CH:16]([CH3:18])[CH3:17])=[O:13])[CH:9]([CH3:11])[CH3:10])=[O:116].